This data is from Full USPTO retrosynthesis dataset with 1.9M reactions from patents (1976-2016). The task is: Predict the reactants needed to synthesize the given product. Given the product [C:1]([OH:4])(=[O:3])[CH3:2].[CH3:5][O:6][C:7]1[C:16]2[O:15][CH2:14][O:13][CH2:12][C:11]=2[CH:10]=[C:9]([C@H:17]([NH:30][C:31]2[CH:39]=[CH:38][C:34]([C:35]([NH2:37])=[NH:36])=[CH:33][CH:32]=2)[C:18]2[NH:22][C:21](=[O:23])[N:20]([C:24]3[CH:44]=[CH:28][CH:27]=[CH:26][N:25]=3)[N:19]=2)[CH:8]=1, predict the reactants needed to synthesize it. The reactants are: [C:1]([OH:4])(=[O:3])[CH3:2].[CH3:5][O:6][C:7]1[C:16]2[O:15][CH2:14][O:13][CH2:12][C:11]=2[CH:10]=[C:9]([C@H:17]([NH:30][C:31]2[CH:39]=[CH:38][C:34]([C:35]([NH2:37])=[NH:36])=[CH:33][CH:32]=2)[C:18]2[NH:22][C:21](=[O:23])[N:20]([C:24]3N=[CH:28][CH:27]=[CH:26][N:25]=3)[N:19]=2)[CH:8]=1.Cl.Cl.N([C:44]1C=CC=CN=1)N.